This data is from Forward reaction prediction with 1.9M reactions from USPTO patents (1976-2016). The task is: Predict the product of the given reaction. (1) Given the reactants [Br:1][C:2]1[C:10]2[C:9]([C:11]([O:13]CC)=[O:12])=[CH:8][C:7]([C:16]3[CH:21]=[CH:20][C:19]([CH2:22][N:23]4[CH2:28][CH2:27][O:26][CH2:25][CH2:24]4)=[CH:18][CH:17]=3)=[N:6][C:5]=2[N:4]([CH:29]([CH3:31])[CH3:30])[N:3]=1.[OH-].[Na+], predict the reaction product. The product is: [Br:1][C:2]1[C:10]2[C:9]([C:11]([OH:13])=[O:12])=[CH:8][C:7]([C:16]3[CH:21]=[CH:20][C:19]([CH2:22][N:23]4[CH2:24][CH2:25][O:26][CH2:27][CH2:28]4)=[CH:18][CH:17]=3)=[N:6][C:5]=2[N:4]([CH:29]([CH3:31])[CH3:30])[N:3]=1. (2) Given the reactants [C:1]1([CH2:13][C:14]([NH2:16])=[O:15])[C:11]2=[C:12]3[C:7](=[CH:8][CH:9]=[CH:10]2)[CH2:6][CH2:5][CH2:4][N:3]3[CH:2]=1.C[O:18][C:19](=O)[C:20]([C:22]1[C:30]2[C:25](=[CH:26][CH:27]=[CH:28][CH:29]=2)[N:24]([CH2:31][CH2:32][CH2:33][OH:34])[CH:23]=1)=O, predict the reaction product. The product is: [C:1]1([C:13]2[C:14](=[O:15])[NH:16][C:19](=[O:18])[C:20]=2[C:22]2[C:30]3[C:25](=[CH:26][CH:27]=[CH:28][CH:29]=3)[N:24]([CH2:31][CH2:32][CH2:33][OH:34])[CH:23]=2)[C:11]2=[C:12]3[C:7](=[CH:8][CH:9]=[CH:10]2)[CH2:6][CH2:5][CH2:4][N:3]3[CH:2]=1. (3) The product is: [CH:13]1([NH:20][C:21]2[S:22][C@H:2]([CH2:6][CH:7]3[CH2:12][CH2:11][CH2:10][CH2:9][CH2:8]3)[C:3](=[O:5])[N:23]=2)[CH2:19][CH2:18][CH2:17][CH2:16][CH2:15][CH2:14]1. Given the reactants N[C@@H:2]([CH2:6][CH:7]1[CH2:12][CH2:11][CH2:10][CH2:9][CH2:8]1)[C:3]([OH:5])=O.[CH:13]1([NH:20][C:21]([NH2:23])=[S:22])[CH2:19][CH2:18][CH2:17][CH2:16][CH2:15][CH2:14]1, predict the reaction product. (4) Given the reactants [F:1][C:2]([F:24])([F:23])[C:3]1[CH:4]=[C:5]([C:13]2[N:17]=[CH:16][N:15](/[CH:18]=[CH:19]\[C:20](O)=[O:21])[N:14]=2)[CH:6]=[C:7]([C:9]([F:12])([F:11])[F:10])[CH:8]=1.CCN(C(C)C)C(C)C.CCN=C=NCCCN(C)C.Cl.[CH2:46]([NH:48][CH:49]([C:51]1[CH:52]=[N:53][CH:54]=[CH:55][CH:56]=1)[CH3:50])[CH3:47].C1C=CC2N(O)N=NC=2C=1, predict the reaction product. The product is: [F:23][C:2]([F:1])([F:24])[C:3]1[CH:4]=[C:5]([C:13]2[N:17]=[CH:16][N:15](/[CH:18]=[CH:19]\[C:20]([N:48]([CH2:46][CH3:47])[CH:49]([C:51]3[CH:52]=[N:53][CH:54]=[CH:55][CH:56]=3)[CH3:50])=[O:21])[N:14]=2)[CH:6]=[C:7]([C:9]([F:10])([F:11])[F:12])[CH:8]=1. (5) Given the reactants Cl.[CH3:2][CH:3]1[CH2:12][C:11]2[C:6](=[CH:7][CH:8]=[CH:9][CH:10]=2)[CH:5]([C:13]2[CH:18]=[CH:17][C:16]([C:19]([F:22])([F:21])[F:20])=[CH:15][CH:14]=2)[NH:4]1.CCN(C(C)C)C(C)C.[F:32][C:33]1[CH:38]=[CH:37][C:36]([N:39]=[C:40]=[O:41])=[CH:35][CH:34]=1.O, predict the reaction product. The product is: [F:32][C:33]1[CH:38]=[CH:37][C:36]([NH:39][C:40]([N:4]2[CH:3]([CH3:2])[CH2:12][C:11]3[C:6](=[CH:7][CH:8]=[CH:9][CH:10]=3)[CH:5]2[C:13]2[CH:14]=[CH:15][C:16]([C:19]([F:20])([F:22])[F:21])=[CH:17][CH:18]=2)=[O:41])=[CH:35][CH:34]=1. (6) The product is: [CH:1]1([C:20]2[CH:21]=[C:22]([O:24][CH3:25])[CH:23]=[C:10]([F:9])[C:11]=2[C:12]2[O:17][CH2:16][C:15]([CH3:19])([CH3:18])[N:14]=2)[CH2:4][CH2:3][CH2:2]1. Given the reactants [CH:1]1(Cl)[CH2:4][CH2:3][CH2:2]1.[Mg].II.[F:9][C:10]1[CH:23]=[C:22]([O:24][CH3:25])[CH:21]=[C:20](F)[C:11]=1[C:12]([NH:14][C:15]([CH3:19])([CH3:18])[CH2:16][OH:17])=O.[Na+].[Na+].C(N(CC(O)=O)CC(O)=O)CN(CC([O-])=O)CC([O-])=O, predict the reaction product. (7) Given the reactants [F:1][C:2]1[CH:3]=[C:4]([C:8]2[CH:9]=[CH:10][C:11](/[CH:14]=[CH:15]/[CH:16]=O)=[N:12][CH:13]=2)[CH:5]=[CH:6][CH:7]=1.[CH3:18][C:19]1([CH3:27])[CH2:24][CH2:23][C:22](=O)[CH2:21][C:20]1=[O:26].[NH2:28][C:29]1[NH:33][N:32]=[CH:31][CH:30]=1.[CH2:34]1[CH:36]([CH2:37][C:38]([NH2:40])=[O:39])[CH2:35]1, predict the reaction product. The product is: [F:1][C:2]1[CH:3]=[C:4]([C:8]2[CH:9]=[CH:10][C:11](/[CH:14]=[CH:15]/[CH:16]3[C:21]4[C:20](=[O:26])[C:19]([CH3:27])([CH3:18])[CH2:24][CH2:23][C:22]=4[NH:28][C:29]4[NH:33][N:32]=[CH:31][C:30]3=4)=[N:12][CH:13]=2)[CH:5]=[CH:6][CH:7]=1.[CH2:35]1[CH:36]([CH2:37][C:38]([NH2:40])=[O:39])[CH2:34]1.